This data is from Peptide-MHC class II binding affinity with 134,281 pairs from IEDB. The task is: Regression. Given a peptide amino acid sequence and an MHC pseudo amino acid sequence, predict their binding affinity value. This is MHC class II binding data. (1) The peptide sequence is EKKYFAATQFEPLAW. The MHC is DRB1_0701 with pseudo-sequence DRB1_0701. The binding affinity (normalized) is 0.677. (2) The peptide sequence is CEYIPLFSATARRAM. The MHC is DRB1_0701 with pseudo-sequence DRB1_0701. The binding affinity (normalized) is 0.536. (3) The peptide sequence is INEPTAAAKAYGLDR. The MHC is HLA-DQA10501-DQB10301 with pseudo-sequence HLA-DQA10501-DQB10301. The binding affinity (normalized) is 0.489.